Task: Predict the reaction yield, written as a fraction of the theoretical maximum amount of product (1.0 means a 100% yield; for example, 0.34 means a 34% yield).. Dataset: Reaction yield outcomes from USPTO patents with 853,638 reactions (1) The reactants are [CH:1]1([C:4]([NH:6][C:7]2[N:8]=[C:9]3[CH:14]=[CH:13][C:12]([O:15][C:16]4[CH:17]=[CH:18][C:19]([F:32])=[C:20]([NH:22][C:23]([C:25]5[N:29]([CH3:30])[N:28]=[C:27]([CH3:31])[CH:26]=5)=[O:24])[CH:21]=4)=[N:11][N:10]3[CH:33]=2)=[O:5])[CH2:3][CH2:2]1.O.[C:35]1([S:41]([OH:44])(=[O:43])=[O:42])[CH:40]=[CH:39][CH:38]=[CH:37][CH:36]=1. The catalyst is C(O)C. The product is [C:35]1([S:41]([OH:44])(=[O:43])=[O:42])[CH:40]=[CH:39][CH:38]=[CH:37][CH:36]=1.[CH:1]1([C:4]([NH:6][C:7]2[N:8]=[C:9]3[CH:14]=[CH:13][C:12]([O:15][C:16]4[CH:17]=[CH:18][C:19]([F:32])=[C:20]([NH:22][C:23]([C:25]5[N:29]([CH3:30])[N:28]=[C:27]([CH3:31])[CH:26]=5)=[O:24])[CH:21]=4)=[N:11][N:10]3[CH:33]=2)=[O:5])[CH2:3][CH2:2]1. The yield is 0.860. (2) The reactants are Cl.Cl[C:3]1[S:4][C:5]2[C:6]([N:11]=1)=[N:7][CH:8]=[CH:9][CH:10]=2.C([O-])([O-])=O.[K+].[K+].[OH:18][CH2:19][C:20]1[CH:25]=[CH:24][C:23]([OH:26])=[CH:22][CH:21]=1. The catalyst is CC#N. The product is [S:4]1[C:5]2[C:6](=[N:7][CH:8]=[CH:9][CH:10]=2)[N:11]=[C:3]1[O:26][C:23]1[CH:24]=[CH:25][C:20]([CH2:19][OH:18])=[CH:21][CH:22]=1. The yield is 0.990. (3) The reactants are [F:1][C:2]1[CH:3]=[C:4]([CH2:12][CH2:13][NH2:14])[CH:5]=[C:6]([C:8]([F:11])([F:10])[F:9])[CH:7]=1.[CH2:15]([C:19]1[CH:26]=[CH:25][C:22]([CH:23]=O)=[CH:21][CH:20]=1)[CH:16]([CH3:18])[CH3:17].C(=O)([O-])[O-].[K+].[K+].[BH4-].[Na+].[ClH:35]. The catalyst is CO. The product is [ClH:35].[CH2:15]([C:19]1[CH:20]=[CH:21][C:22]([CH2:23][NH:14][CH2:13][CH2:12][C:4]2[CH:5]=[C:6]([C:8]([F:10])([F:11])[F:9])[CH:7]=[C:2]([F:1])[CH:3]=2)=[CH:25][CH:26]=1)[CH:16]([CH3:18])[CH3:17]. The yield is 0.778. (4) The reactants are [N:1]1[CH:6]=[CH:5][C:4]([C:7]2[CH:8]=[C:9]([CH:15]=[CH:16][CH:17]=2)[C:10]([O:12][CH2:13][CH3:14])=[O:11])=[CH:3][CH:2]=1.O.C(O)(=O)CC(CC(O)=O)(C(O)=O)O. The catalyst is [Pd].C(O)(C)C.O. The product is [NH:1]1[CH2:6][CH2:5][CH:4]([C:7]2[CH:8]=[C:9]([CH:15]=[CH:16][CH:17]=2)[C:10]([O:12][CH2:13][CH3:14])=[O:11])[CH2:3][CH2:2]1. The yield is 0.790. (5) The reactants are [Cl:1][C:2]1[C:3]([C:27]([F:30])([F:29])[F:28])=[N:4][N:5]([CH2:8][C:9]([N:11]2[CH2:16][CH2:15][CH2:14][C:13]3[N:17]([C:20]4[CH:25]=[CH:24][C:23]([F:26])=[CH:22][CH:21]=4)[N:18]=[CH:19][C:12]2=3)=[O:10])[C:6]=1[CH3:7].[H-].[Na+].[CH2:33]=O.CN([CH:38]=[O:39])C. No catalyst specified. The product is [Cl:1][C:2]1[C:3]([C:27]([F:30])([F:29])[F:28])=[N:4][N:5]([CH:8]([CH2:33][O:39][CH3:38])[C:9]([N:11]2[CH2:16][CH2:15][CH2:14][C:13]3[N:17]([C:20]4[CH:25]=[CH:24][C:23]([F:26])=[CH:22][CH:21]=4)[N:18]=[CH:19][C:12]2=3)=[O:10])[C:6]=1[CH3:7]. The yield is 0.120.